This data is from Full USPTO retrosynthesis dataset with 1.9M reactions from patents (1976-2016). The task is: Predict the reactants needed to synthesize the given product. (1) Given the product [NH2:1][C:2]1[C:7]2=[C:8]([C:13]3[CH:18]=[CH:17][C:16]([NH:19][C:20]([NH:22][C:23]4[CH:28]=[CH:27][CH:26]=[C:25]([C:29]([F:32])([F:31])[F:30])[N:24]=4)=[O:21])=[CH:15][CH:14]=3)[CH:9]=[C:10]([CH2:11][NH:36][CH2:35][C:34]([F:38])([F:37])[F:33])[N:6]2[N:5]=[CH:4][N:3]=1, predict the reactants needed to synthesize it. The reactants are: [NH2:1][C:2]1[C:7]2=[C:8]([C:13]3[CH:18]=[CH:17][C:16]([NH:19][C:20]([NH:22][C:23]4[CH:28]=[CH:27][CH:26]=[C:25]([C:29]([F:32])([F:31])[F:30])[N:24]=4)=[O:21])=[CH:15][CH:14]=3)[CH:9]=[C:10]([CH:11]=O)[N:6]2[N:5]=[CH:4][N:3]=1.[F:33][C:34]([F:38])([F:37])[CH2:35][NH2:36].C(O[BH-](OC(=O)C)OC(=O)C)(=O)C.[Na+]. (2) The reactants are: [N+:1]([C:4]1[CH:24]=[CH:23][C:7]([CH2:8][N:9]([CH2:13][C:14]2[CH:19]=[CH:18][C:17]([N+:20]([O-])=O)=[CH:16][CH:15]=2)[C:10](=[O:12])[CH3:11])=[CH:6][CH:5]=1)([O-])=O.[Cl-].[NH4+]. Given the product [NH2:1][C:4]1[CH:5]=[CH:6][C:7]([CH2:8][N:9]([CH2:13][C:14]2[CH:15]=[CH:16][C:17]([NH2:20])=[CH:18][CH:19]=2)[C:10](=[O:12])[CH3:11])=[CH:23][CH:24]=1, predict the reactants needed to synthesize it. (3) Given the product [CH2:40]([O:39][C:37](=[O:38])[CH2:36][O:35][C:34]1[CH:42]=[CH:43][C:31]([CH2:12][CH2:13][CH2:14][C:15]2[S:19][C:18]([C:20]3[CH:21]=[CH:22][C:23]([C:26]([F:28])([F:27])[F:29])=[CH:24][CH:25]=3)=[N:17][C:16]=2[CH3:30])=[CH:32][C:33]=1[CH3:44])[CH3:41], predict the reactants needed to synthesize it. The reactants are: C[Si](Cl)(C)C.[I-].[Na+].C(#N)C.O[CH:12]([C:31]1[CH:43]=[CH:42][C:34]([O:35][CH2:36][C:37]([O:39][CH2:40][CH3:41])=[O:38])=[C:33]([CH3:44])[CH:32]=1)[CH2:13][CH2:14][C:15]1[S:19][C:18]([C:20]2[CH:25]=[CH:24][C:23]([C:26]([F:29])([F:28])[F:27])=[CH:22][CH:21]=2)=[N:17][C:16]=1[CH3:30]. (4) Given the product [CH3:29][C:5]1[C:6]([CH2:7][C:8]2[S:20][C:11]3[C:12]([CH2:18][CH3:19])=[N:13][N:14]([CH3:17])[C:15](=[O:16])[C:10]=3[C:9]=2[C:21]([OH:22])=[O:33])=[C:2]([CH3:1])[NH:3][N:4]=1, predict the reactants needed to synthesize it. The reactants are: [CH3:1][C:2]1[C:6]([CH2:7][C:8]2[S:20][C:11]3[C:12]([CH2:18][CH3:19])=[N:13][N:14]([CH3:17])[C:15](=[O:16])[C:10]=3[C:9]=2[C:21](N2C[C@H](O)CO2)=[O:22])=[C:5]([CH3:29])[NH:4][N:3]=1.FC(F)(F)C(O)=[O:33]. (5) Given the product [Cl:1][C:2]1[C:3]([F:50])=[C:4]([NH:9][C:10]2[C:19]3[C:14](=[CH:15][C:16]([O:21][CH3:22])=[C:17]([NH2:20])[CH:18]=3)[N:13]=[CH:12][N:11]=2)[CH:5]=[CH:6][C:7]=1[F:8], predict the reactants needed to synthesize it. The reactants are: [Cl:1][C:2]1[CH:3]=[C:4]([NH:9][C:10]2[C:19]3[C:14](=[CH:15][C:16]([O:21][CH2:22]COC)=[C:17]([NH2:20])[CH:18]=3)[N:13]=[CH:12][N:11]=2)[CH:5]=[CH:6][C:7]=1[F:8].ClC1C2C(=CC(OC)=C([N+]([O-])=O)C=2)N=CN=1.ClC1C(F)=C(C=CC=1[F:50])N. (6) Given the product [CH3:1][C:2]1[CH:3]=[C:4]([N:8]2[CH:13]=[CH:12][CH:11]=[C:10]([C:14]([NH:16][CH2:17][C:18]3[CH:19]=[CH:20][C:21]([C:22]([OH:24])=[O:23])=[CH:26][CH:27]=3)=[O:15])[C:9]2=[O:28])[CH:5]=[CH:6][CH:7]=1, predict the reactants needed to synthesize it. The reactants are: [CH3:1][C:2]1[CH:3]=[C:4]([N:8]2[CH:13]=[CH:12][CH:11]=[C:10]([C:14]([NH:16][CH2:17][C:18]3[CH:27]=[CH:26][C:21]([C:22]([O:24]C)=[O:23])=[CH:20][CH:19]=3)=[O:15])[C:9]2=[O:28])[CH:5]=[CH:6][CH:7]=1.[OH-].[Na+].